Dataset: Antibody developability classification from SAbDab with 2,409 antibodies. Task: Regression/Classification. Given an antibody's heavy chain and light chain sequences, predict its developability. TAP uses regression for 5 developability metrics; SAbDab uses binary classification. (1) The antibody is ['QVQLVQSGAEVKKPGSSVKVSCKASGNSFSNHDVHWVRQATGQGLEWMGWMSHEGDKTGLAQKFQGRVTITRDSGASTVYMELRGLTADDTAIYYCLTGSKHRLRDYFLYNEYGPNYEEWGDYLATLDVWGHGTAVTVSS', 'EVVITQSPLFLPVTPGEAASLSCKCSHSLQHSTGANYLAWYLQRPGQTPRLLIHLATHRASGVPDRFSGSGSGTDFTLKISRVESDDVGTYYCMQGLHSPWTFGQGTKVEIK']. Result: 0 (not developable). (2) The antibody is ['EVQLVESGGGLVEPGGSLRLSCAVSGFDFEKAWMSWVRQAPGQGLQWVARIKSTADGGTTSYAAPVEGRFIISRDDSRNMLYLQMNSLKTEDTAVYYCTSAHWGQGTLVTVSS', 'SYELTQPPSVSVSPGQTARITCSGEALPMQFAHWYQQRPGKAPVIVVYKDSERPSGVPERFSGSSSGTTATLTITGVQAEDEADYYCQSPDSTNTYEVFGGGTKLTVL']. Result: 0 (not developable). (3) The antibody is ['QVQLLESGPELKKPGETVKISCKASGYTFTNYGMNWVKQAPGKGLKWMGWINTYTGEPTYADDFKGRFAFSLETSASTAYLQINNLKNEDTATYFCVQAERLRRTFDYWGAGTTVTVSS', 'ELVMTQTPLSLPVSLGDQASISCRSSQSLVHSNGNTYLHWYLQKPGQSPKLLIYKVSNRFSGVPDRFSGSGSGTDFTLKISRVEAEDLGVYFCSQSTHVPPTFGGGTKLEIK']. Result: 0 (not developable). (4) The antibody is ['EVQLVESGGGLVQPGGSLRLSCAASGFNIKDTYIHWVRQSPGKGLEWVARIYPTNGYTRYADSVKGRFTISADTSKNTAYLQMNSLRAEDTAIYYCSRWGGDGFYAMDYWGQGTLVTVSS', 'PROT_6C65D4D2']. Result: 0 (not developable). (5) The antibody is ['QVQLRESGPSLVKPSQTLSLTCTASGFSLSDKAVGWVRQAPGKALEWLGSIDTGGTAGYNPGLKTRLSITKDNSKSQVSLTVSSVATEDSATYYCVTVYQKTTQKKNCPDDYTECYGGACDGTGCCSGSCGGASACRDWWPYRSICSSDNTYTYEFHVDAWGQGLLVTVSS', 'QAVLNQPSSVSGSLGQRVSITCSGSSSNVGNGYVSWYQLIPGSAPRTLIYGDTSRASGVPDRFSGSRSGNTATLTISSLQAEDEADYFCASAEDSSSNAVFGSGTTLTVL']. Result: 1 (developable).